This data is from Catalyst prediction with 721,799 reactions and 888 catalyst types from USPTO. The task is: Predict which catalyst facilitates the given reaction. (1) Reactant: [F:1][CH:2]([F:31])[O:3][CH:4]=[C:5]([C:21]1[CH:30]=[CH:29][C:28]2[CH2:27][CH2:26][CH2:25][CH2:24][C:23]=2[CH:22]=1)[C:6]([NH:8][CH2:9][CH2:10][C:11]1[CH:16]=[CH:15][C:14]([O:17][CH3:18])=[C:13]([O:19][CH3:20])[CH:12]=1)=[O:7].[CH3:32]N(C)C=O.[H-].[Na+].CI. Product: [F:1][CH:2]([F:31])[O:3][CH:4]=[C:5]([C:21]1[CH:30]=[CH:29][C:28]2[CH2:27][CH2:26][CH2:25][CH2:24][C:23]=2[CH:22]=1)[C:6]([N:8]([CH2:9][CH2:10][C:11]1[CH:16]=[CH:15][C:14]([O:17][CH3:18])=[C:13]([O:19][CH3:20])[CH:12]=1)[CH3:32])=[O:7]. The catalyst class is: 6. (2) Reactant: [CH:1]1([C:4]2[N:8]([CH3:9])[C:7]3[CH:10]=[CH:11][C:12]([C:15]([C@H:17]4[C@H:21]([C:22]5[CH:27]=[CH:26][CH:25]=[CH:24][CH:23]=5)[O:20]C(C)(C)[O:18]4)=[O:16])=[C:13]([OH:14])[C:6]=3[N:5]=2)[CH2:3][CH2:2]1.[OH-].[Na+].C(=O)([O-])O.[Na+]. Product: [OH:18][C@H:17]([C@@H:21]([OH:20])[C:22]1[CH:23]=[CH:24][CH:25]=[CH:26][CH:27]=1)[C:15]([C:12]1[CH:11]=[CH:10][C:7]2[N:8]([CH3:9])[C:4]([CH:1]3[CH2:3][CH2:2]3)=[N:5][C:6]=2[C:13]=1[OH:14])=[O:16]. The catalyst class is: 33. (3) Product: [Cl:34][C:31]1[CH:32]=[CH:33][C:28]([C:24]2[C:23]([C:21]3[CH:20]=[CH:19][N:18]=[C:17]([NH:16][C:13]4[CH:14]=[CH:15][C:10]5[N:9]=[CH:8][S:3](=[O:5])[C:11]=5[CH:12]=4)[N:22]=3)=[CH:27][NH:26][N:25]=2)=[CH:29][C:30]=1[O:35][CH3:36]. Reactant: OO[S:3]([O-:5])=O.[K+].S1[C:11]2[CH:12]=[C:13]([NH:16][C:17]3[N:22]=[C:21]([C:23]4[C:24]([C:28]5[CH:33]=[CH:32][C:31]([Cl:34])=[C:30]([O:35][CH3:36])[CH:29]=5)=[N:25][NH:26][CH:27]=4)[CH:20]=[CH:19][N:18]=3)[CH:14]=[CH:15][C:10]=2[N:9]=[CH:8]1. The catalyst class is: 72. (4) Reactant: [NH2:1][C:2]1[O:3][CH2:4][C@@:5]2([N:27]=1)[C:18]1[C:17]([Br:19])=[C:16]([OH:20])[CH:15]=[CH:14][C:13]=1[O:12][C:11]1[C:6]2=[CH:7][C:8]([C:21]2[CH:22]=[N:23][CH:24]=[CH:25][CH:26]=2)=[CH:9][CH:10]=1.C(=O)([O-])[O-].[Cs+].[Cs+].[I-].[K+].CN(C=O)C.Br[CH2:42][C:43]1([CH3:47])[CH2:46][O:45][CH2:44]1. Product: [Br:19][C:17]1[C:18]2[C@:5]3([CH2:4][O:3][C:2]([NH2:1])=[N:27]3)[C:6]3[C:11](=[CH:10][CH:9]=[C:8]([C:21]4[CH:22]=[N:23][CH:24]=[CH:25][CH:26]=4)[CH:7]=3)[O:12][C:13]=2[CH:14]=[CH:15][C:16]=1[O:20][CH2:42][C:43]1([CH3:47])[CH2:46][O:45][CH2:44]1. The catalyst class is: 69. (5) Reactant: [Br:1][C:2]1[CH:3]=[C:4]([NH2:9])[C:5]([NH2:8])=[CH:6][CH:7]=1.C1N=CN([C:15](N2C=NC=C2)=[O:16])C=1. Product: [Br:1][C:2]1[CH:7]=[CH:6][C:5]2[NH:8][C:15](=[O:16])[NH:9][C:4]=2[CH:3]=1. The catalyst class is: 12. (6) Reactant: [NH2:1][C@@:2]([C:30]1[CH:35]=[CH:34][C:33]([Cl:36])=[CH:32][CH:31]=1)([CH3:29])[C@@:3]([NH:12][C:13](=O)[C:14]1[CH:19]=[C:18]([S:20]([CH3:23])(=[O:22])=[O:21])[C:17]([Cl:24])=[CH:16][C:15]=1[O:25][CH2:26][CH3:27])([C:5]1[CH:10]=[CH:9][C:8]([Cl:11])=[CH:7][CH:6]=1)[CH3:4].P(Cl)(Cl)(Cl)=O.C(=O)(O)[O-].[Na+].[OH-].[Na+]. Product: [Cl:24][C:17]1[C:18]([S:20]([CH3:23])(=[O:21])=[O:22])=[CH:19][C:14]([C:13]2[NH:12][C@@:3]([C:5]3[CH:10]=[CH:9][C:8]([Cl:11])=[CH:7][CH:6]=3)([CH3:4])[C@@:2]([C:30]3[CH:35]=[CH:34][C:33]([Cl:36])=[CH:32][CH:31]=3)([CH3:29])[N:1]=2)=[C:15]([O:25][CH2:26][CH3:27])[CH:16]=1. The catalyst class is: 93. (7) Reactant: [CH3:1][O:2][C:3]1[CH:30]=[CH:29][C:6]([CH2:7][S:8][C:9]2[C:10](F)=[C:11]([F:27])[C:12]([NH:19][C:20]3[CH:25]=[CH:24][CH:23]=[CH:22][C:21]=3[Cl:26])=[C:13]([CH:18]=2)[C:14]([O:16][CH3:17])=[O:15])=[CH:5][CH:4]=1.[N-:31]=[N+:32]=[N-:33].[Na+].O. Product: [N:31]([C:10]1[C:9]([S:8][CH2:7][C:6]2[CH:29]=[CH:30][C:3]([O:2][CH3:1])=[CH:4][CH:5]=2)=[CH:18][C:13]([C:14]([O:16][CH3:17])=[O:15])=[C:12]([NH:19][C:20]2[CH:25]=[CH:24][CH:23]=[CH:22][C:21]=2[Cl:26])[C:11]=1[F:27])=[N+:32]=[N-:33]. The catalyst class is: 3.